This data is from Peptide-MHC class II binding affinity with 134,281 pairs from IEDB. The task is: Regression. Given a peptide amino acid sequence and an MHC pseudo amino acid sequence, predict their binding affinity value. This is MHC class II binding data. (1) The peptide sequence is IFSQNMNIKLQMPLY. The MHC is HLA-DQA10501-DQB10301 with pseudo-sequence HLA-DQA10501-DQB10301. The binding affinity (normalized) is 0.393. (2) The peptide sequence is AVIRGKKGAGGITIK. The MHC is DRB4_0101 with pseudo-sequence DRB4_0103. The binding affinity (normalized) is 0.144. (3) The peptide sequence is GGRLAFQEFMIVPSG. The MHC is DRB1_1201 with pseudo-sequence DRB1_1201. The binding affinity (normalized) is 0.177. (4) The peptide sequence is NPMTVFWSKMAQSMT. The MHC is DRB1_1201 with pseudo-sequence DRB1_1201. The binding affinity (normalized) is 0.239. (5) The peptide sequence is HMAKEDLVANQPNLK. The MHC is HLA-DPA10301-DPB10402 with pseudo-sequence HLA-DPA10301-DPB10402. The binding affinity (normalized) is 0.418.